From a dataset of NCI-60 drug combinations with 297,098 pairs across 59 cell lines. Regression. Given two drug SMILES strings and cell line genomic features, predict the synergy score measuring deviation from expected non-interaction effect. (1) Drug 1: CC(CN1CC(=O)NC(=O)C1)N2CC(=O)NC(=O)C2. Drug 2: CC1CCCC2(C(O2)CC(NC(=O)CC(C(C(=O)C(C1O)C)(C)C)O)C(=CC3=CSC(=N3)C)C)C. Cell line: RXF 393. Synergy scores: CSS=3.43, Synergy_ZIP=-4.79, Synergy_Bliss=-6.58, Synergy_Loewe=-6.28, Synergy_HSA=-5.51. (2) Drug 1: CC1C(C(CC(O1)OC2CC(OC(C2O)C)OC3=CC4=CC5=C(C(=O)C(C(C5)C(C(=O)C(C(C)O)O)OC)OC6CC(C(C(O6)C)O)OC7CC(C(C(O7)C)O)OC8CC(C(C(O8)C)O)(C)O)C(=C4C(=C3C)O)O)O)O. Drug 2: C1=NC2=C(N=C(N=C2N1C3C(C(C(O3)CO)O)F)Cl)N. Cell line: BT-549. Synergy scores: CSS=51.6, Synergy_ZIP=0.0740, Synergy_Bliss=-0.0183, Synergy_Loewe=-5.88, Synergy_HSA=-2.05. (3) Drug 1: CN(CCCl)CCCl.Cl. Drug 2: CC(C)CN1C=NC2=C1C3=CC=CC=C3N=C2N. Cell line: OVCAR-4. Synergy scores: CSS=5.10, Synergy_ZIP=-0.861, Synergy_Bliss=1.18, Synergy_Loewe=0.282, Synergy_HSA=0.356. (4) Drug 1: CN1CCC(CC1)COC2=C(C=C3C(=C2)N=CN=C3NC4=C(C=C(C=C4)Br)F)OC. Drug 2: C1C(C(OC1N2C=NC3=C2NC=NCC3O)CO)O. Cell line: OVCAR-8. Synergy scores: CSS=9.12, Synergy_ZIP=-1.41, Synergy_Bliss=-0.101, Synergy_Loewe=-2.56, Synergy_HSA=0.158. (5) Drug 1: C1C(C(OC1N2C=NC3=C(N=C(N=C32)Cl)N)CO)O. Drug 2: CC12CCC3C(C1CCC2OP(=O)(O)O)CCC4=C3C=CC(=C4)OC(=O)N(CCCl)CCCl.[Na+]. Cell line: HS 578T. Synergy scores: CSS=6.57, Synergy_ZIP=-2.33, Synergy_Bliss=-0.989, Synergy_Loewe=-2.74, Synergy_HSA=-2.29. (6) Drug 1: CC1=C(C(CCC1)(C)C)C=CC(=CC=CC(=CC(=O)O)C)C. Drug 2: C1CCC(C(C1)N)N.C(=O)(C(=O)[O-])[O-].[Pt+4]. Cell line: COLO 205. Synergy scores: CSS=38.3, Synergy_ZIP=1.44, Synergy_Bliss=1.26, Synergy_Loewe=-7.06, Synergy_HSA=4.79.